Predict the product of the given reaction. From a dataset of Forward reaction prediction with 1.9M reactions from USPTO patents (1976-2016). (1) Given the reactants [CH3:1][C:2]1[CH:7]=[CH:6][CH:5]=[C:4]([CH3:8])[C:3]=1[OH:9].C1(P(C2C=CC=CC=2)C2C=CC=CC=2)C=CC=CC=1.O[CH2:30][C:31]1[C:35]([C:36]([O:38][CH3:39])=[O:37])=[C:34]([CH:40]([CH3:42])[CH3:41])[O:33][N:32]=1.N(C(OC(C)C)=O)=NC(OC(C)C)=O, predict the reaction product. The product is: [CH3:1][C:2]1[CH:7]=[CH:6][CH:5]=[C:4]([CH3:8])[C:3]=1[O:9][CH2:30][C:31]1[C:35]([C:36]([O:38][CH3:39])=[O:37])=[C:34]([CH:40]([CH3:42])[CH3:41])[O:33][N:32]=1. (2) Given the reactants CC(C)([O-])C.[K+].[C:7]([C:9]1[CH:14]=[CH:13][C:12]([CH:15]([C:30]2[C:40](=[O:41])[CH2:39][C:33]3([CH2:38][CH2:37][O:36][CH2:35][CH2:34]3)[CH2:32][C:31]=2OC)[NH:16][C:17]([NH:19][C:20]2[CH:25]=[CH:24][CH:23]=[C:22]([C:26]([F:29])([F:28])[F:27])[CH:21]=2)=[O:18])=[CH:11][CH:10]=1)#[N:8], predict the reaction product. The product is: [O:18]=[C:17]1[NH:16][CH:15]([C:12]2[CH:13]=[CH:14][C:9]([C:7]#[N:8])=[CH:10][CH:11]=2)[C:30]2[C:40](=[O:41])[CH2:39][C:33]3([CH2:34][CH2:35][O:36][CH2:37][CH2:38]3)[CH2:32][C:31]=2[N:19]1[C:20]1[CH:25]=[CH:24][CH:23]=[C:22]([C:26]([F:27])([F:28])[F:29])[CH:21]=1.